Dataset: Catalyst prediction with 721,799 reactions and 888 catalyst types from USPTO. Task: Predict which catalyst facilitates the given reaction. (1) Reactant: [CH:1]([C:3]1[N:4]=[C:5]2[C:10]([N:11]3[CH2:16][CH2:15][O:14][CH2:13][CH2:12]3)=[CH:9][CH:8]=[N:7][N:6]2[C:17]=1[C:18]1[CH:30]=[CH:29][C:21]([C:22]([O:24][C:25]([CH3:28])([CH3:27])[CH3:26])=[O:23])=[CH:20][CH:19]=1)=O.[C:31]([O-])([O-])=O.[K+].[K+].[N+](=C(P(=O)(OC)OC)C(=O)C)=[N-]. Product: [C:1]([C:3]1[N:4]=[C:5]2[C:10]([N:11]3[CH2:16][CH2:15][O:14][CH2:13][CH2:12]3)=[CH:9][CH:8]=[N:7][N:6]2[C:17]=1[C:18]1[CH:30]=[CH:29][C:21]([C:22]([O:24][C:25]([CH3:27])([CH3:26])[CH3:28])=[O:23])=[CH:20][CH:19]=1)#[CH:31]. The catalyst class is: 100. (2) Product: [CH3:5][O:4][C:2](=[O:3])[NH:6][CH2:7][C@@H:8]1[O:12][C:11](=[O:13])[N:10]([C:14]2[CH:19]=[CH:18][C:17]([C:20]3[S:21][CH2:22][C:23](=[O:26])[NH:24][N:25]=3)=[C:16]([F:27])[CH:15]=2)[CH2:9]1. Reactant: Cl[C:2]([O:4][CH3:5])=[O:3].[NH2:6][CH2:7][C@@H:8]1[O:12][C:11](=[O:13])[N:10]([C:14]2[CH:19]=[CH:18][C:17]([C:20]3[S:21][CH2:22][C:23](=[O:26])[NH:24][N:25]=3)=[C:16]([F:27])[CH:15]=2)[CH2:9]1.C(N(CC)CC)C. The catalyst class is: 1. (3) Reactant: [C:1]([NH:4][CH2:5][CH2:6][CH:7]=[C:8]([C@@H:23]1[CH2:28][CH2:27][CH2:26][N:25]([C:29]([O:31][C:32]([CH3:35])([CH3:34])[CH3:33])=[O:30])[CH2:24]1)[C:9]1[CH:10]=[C:11]([C:16]2[CH:21]=[CH:20][CH:19]=[C:18]([CH3:22])[CH:17]=2)[C:12]([F:15])=[CH:13][CH:14]=1)(=[O:3])[CH3:2]. Product: [C:1]([NH:4][CH2:5][CH2:6][CH2:7][C@H:8]([C@@H:23]1[CH2:28][CH2:27][CH2:26][N:25]([C:29]([O:31][C:32]([CH3:35])([CH3:34])[CH3:33])=[O:30])[CH2:24]1)[C:9]1[CH:10]=[C:11]([C:16]2[CH:21]=[CH:20][CH:19]=[C:18]([CH3:22])[CH:17]=2)[C:12]([F:15])=[CH:13][CH:14]=1)(=[O:3])[CH3:2]. The catalyst class is: 105. (4) Reactant: CC(OC(/N=N/C(OC(C)C)=O)=O)C.[F:15][C:16]([F:32])([F:31])[C:17]1[CH:18]=[CH:19][C:20]([C:23]2[N:28]=[CH:27][N:26]=[C:25]([CH2:29]O)[CH:24]=2)=[N:21][CH:22]=1.C1C=CC(P(C2C=CC=CC=2)C2C=CC=CC=2)=CC=1.[C:52]1(=[O:62])[C:60]2[C:55](=[CH:56][CH:57]=[CH:58][CH:59]=2)[C:54](=[O:61])[NH:53]1. Product: [F:15][C:16]([F:32])([F:31])[C:17]1[CH:18]=[CH:19][C:20]([C:23]2[N:28]=[CH:27][N:26]=[C:25]([CH2:29][N:53]3[C:54](=[O:61])[C:55]4[C:60](=[CH:59][CH:58]=[CH:57][CH:56]=4)[C:52]3=[O:62])[CH:24]=2)=[N:21][CH:22]=1. The catalyst class is: 1. (5) Reactant: [CH3:1][C:2]1[C:3]2[C:8]([C:9]([CH3:22])=[C:10]3[C:15]=1[CH:14]=[C:13]([C:16]([OH:18])=O)[C:12]([C:19]([OH:21])=[O:20])=[CH:11]3)=[CH:7][CH:6]=[CH:5][CH:4]=2. Product: [CH3:22][C:9]1[C:8]2[C:3]([C:2]([CH3:1])=[C:15]3[C:10]=1[CH:11]=[C:12]1[C:19]([O:21][C:16](=[O:18])[C:13]1=[CH:14]3)=[O:20])=[CH:4][CH:5]=[CH:6][CH:7]=2. The catalyst class is: 152.